From a dataset of Full USPTO retrosynthesis dataset with 1.9M reactions from patents (1976-2016). Predict the reactants needed to synthesize the given product. (1) Given the product [CH3:1][N:2]1[C:7](=[O:8])[C:6]2[C:22]([C:23]([O:25][CH2:26][CH3:27])=[O:24])=[CH:21][S:9][C:5]=2[N:4]([CH2:10][CH2:11][CH3:12])[C:3]1=[O:13], predict the reactants needed to synthesize it. The reactants are: [CH3:1][N:2]1[C:7](=[O:8])[CH:6]=[C:5]([SH:9])[N:4]([CH2:10][CH2:11][CH3:12])[C:3]1=[O:13].C(=O)([O-])[O-].[K+].[K+].Br[CH2:21][C:22](=O)[C:23]([O:25][CH2:26][CH3:27])=[O:24].Cl. (2) Given the product [CH2:3]([N:5]1[CH2:10][CH2:9][N:8]([CH2:16][C:15]2[CH:18]=[CH:19][CH:20]=[C:13]([F:12])[CH:14]=2)[C:7](=[O:11])[CH2:6]1)[CH3:4], predict the reactants needed to synthesize it. The reactants are: [H-].[Na+].[CH2:3]([N:5]1[CH2:10][CH2:9][NH:8][C:7](=[O:11])[CH2:6]1)[CH3:4].[F:12][C:13]1[CH:14]=[C:15]([CH:18]=[CH:19][CH:20]=1)[CH2:16]Br. (3) Given the product [ClH:3].[CH3:4][N:5]1[C:9]2[CH:10]=[C:11]([O:14][C:15]3[CH:16]=[CH:17][CH:18]=[CH:19][CH:20]=3)[CH:12]=[CH:13][C:8]=2[N:7]=[C:6]1[CH2:21][O:22][C:23]1[CH:24]=[C:25]([CH:30]=[CH:31][CH:32]=1)[C:26]([OH:28])=[O:27], predict the reactants needed to synthesize it. The reactants are: [OH-].[Na+].[ClH:3].[CH3:4][N:5]1[C:9]2[CH:10]=[C:11]([O:14][C:15]3[CH:20]=[CH:19][CH:18]=[CH:17][CH:16]=3)[CH:12]=[CH:13][C:8]=2[N:7]=[C:6]1[CH2:21][O:22][C:23]1[CH:24]=[C:25]([CH:30]=[CH:31][CH:32]=1)[C:26]([O:28]C)=[O:27].Cl.